This data is from Forward reaction prediction with 1.9M reactions from USPTO patents (1976-2016). The task is: Predict the product of the given reaction. (1) Given the reactants [CH2:1]([O:3][C:4](=[O:10])[CH:5]([NH2:9])[C:6](=[O:8])[CH3:7])[CH3:2].[C:11](Cl)(=[O:20])[C:12]1[CH:17]=[CH:16][C:15]([O:18][CH3:19])=[CH:14][CH:13]=1.C(N(CC)CC)C, predict the reaction product. The product is: [CH2:1]([O:3][C:4](=[O:10])[CH:5]([NH:9][C:11](=[O:20])[C:12]1[CH:17]=[CH:16][C:15]([O:18][CH3:19])=[CH:14][CH:13]=1)[C:6](=[O:8])[CH3:7])[CH3:2]. (2) Given the reactants [Br:1][C:2]1[CH:3]=[C:4]([OH:8])[CH:5]=[N:6][CH:7]=1.[C:9]([O:13][C:14]([N:16]1[CH2:20][CH2:19][CH2:18][C@@H:17]1[CH2:21]O)=[O:15])([CH3:12])([CH3:11])[CH3:10].C1C(COC(/N=N\C(OCC2C=CC(Cl)=CC=2)=O)=O)=CC=C(Cl)C=1.C1(P(C2C=CC=CC=2)C2C=CC=CC=2)C=CC=CC=1, predict the reaction product. The product is: [C:9]([O:13][C:14]([N:16]1[CH2:20][CH2:19][CH2:18][C@@H:17]1[CH2:21][O:8][C:4]1[CH:5]=[N:6][CH:7]=[C:2]([Br:1])[CH:3]=1)=[O:15])([CH3:12])([CH3:10])[CH3:11]. (3) Given the reactants [N:1]1([C:6]2[CH:7]=[C:8]([C:12]3[O:13][C:14]4[CH:23]=[CH:22][C:21]([NH:24][C:25](=[O:27])[CH3:26])=[CH:20][C:15]=4[C:16](=[O:19])[C:17]=3[OH:18])[CH:9]=[CH:10][CH:11]=2)[CH:5]=[CH:4][N:3]=[CH:2]1, predict the reaction product. The product is: [N:1]1([C:6]2[CH:7]=[C:8]([C:12]3[O:13][C:14]4[CH:23]=[CH:22][C:21]([NH:24][C:25](=[O:27])[CH3:26])=[CH:20][C:15]=4[C:16](=[O:19])[C:17]=3[O:18][CH2:12][C:8]3[CH:9]=[CH:10][CH:11]=[CH:6][CH:7]=3)[CH:9]=[CH:10][CH:11]=2)[CH:5]=[CH:4][N:3]=[CH:2]1. (4) Given the reactants [Br:1][C:2]1[CH:3]=[C:4]([C:8]2[C:9]([OH:18])=[C:10]([C:15](=[O:17])[CH3:16])[CH:11]=[C:12]([OH:14])[CH:13]=2)[CH:5]=[CH:6][CH:7]=1.C1(C)C=CC(S([O-])(=O)=O)=CC=1.[NH+]1C=CC=CC=1.[O:36]1[CH:41]=[CH:40][CH2:39][CH2:38][CH2:37]1, predict the reaction product. The product is: [Br:1][C:2]1[CH:3]=[C:4]([CH2:8][C:9]([C:10]2[CH:11]=[C:12]([O:14][CH:37]3[CH2:38][CH2:39][CH2:40][CH2:41][O:36]3)[CH:13]=[CH:16][C:15]=2[OH:17])=[O:18])[CH:5]=[CH:6][CH:7]=1. (5) Given the reactants [CH3:1][CH:2]1[C:8]2=[C:9]3[C:13](=[CH:14][CH:15]=[C:7]2[O:6][CH2:5][CH2:4][N:3]1[C:16]([O:18][C:19]([CH3:22])([CH3:21])[CH3:20])=[O:17])[NH:12][CH:11]=[CH:10]3.[H-].[Na+].[CH3:25][N:26]1[CH:30]=[C:29]([S:31](Cl)(=[O:33])=[O:32])[N:28]=[C:27]1[CH3:35], predict the reaction product. The product is: [CH3:25][N:26]1[CH:30]=[C:29]([S:31]([N:12]2[C:13]3[C:9](=[C:8]4[CH:2]([CH3:1])[N:3]([C:16]([O:18][C:19]([CH3:21])([CH3:20])[CH3:22])=[O:17])[CH2:4][CH2:5][O:6][C:7]4=[CH:15][CH:14]=3)[CH:10]=[CH:11]2)(=[O:33])=[O:32])[N:28]=[C:27]1[CH3:35]. (6) The product is: [CH2:3]([O:5][CH:6]([O:9][CH2:10][CH3:11])[CH2:7][O:8][CH2:13][CH:14]([O:18][CH2:19][CH3:20])[O:15][CH2:16][CH3:17])[CH3:4]. Given the reactants [H-].[Na+].[CH2:3]([O:5][CH:6]([O:9][CH2:10][CH3:11])[CH2:7][OH:8])[CH3:4].Br[CH2:13][CH:14]([O:18][CH2:19][CH3:20])[O:15][CH2:16][CH3:17], predict the reaction product. (7) Given the reactants [C:1]([C:4]1[CH:9]=[CH:8][C:7]([C:10]2[N:14]3[CH:15]=[C:16]([C:19]4[CH:27]=[CH:26][C:22]([C:23](O)=[O:24])=[CH:21][CH:20]=4)[N:17]=[CH:18][C:13]3=[N:12][CH:11]=2)=[CH:6][CH:5]=1)(=O)[NH2:2].P(Cl)(Cl)(Cl)=O.[CH3:33][C:34]1(O)[CH2:39][CH2:38][NH:37][CH2:36][CH2:35]1.N1C=CC=CC=1, predict the reaction product. The product is: [CH3:33][C:34]1[CH2:39][CH2:38][N:37]([C:23]([C:22]2[CH:21]=[CH:20][C:19]([C:16]3[N:17]=[CH:18][C:13]4[N:14]([C:10]([C:7]5[CH:8]=[CH:9][C:4]([C:1]#[N:2])=[CH:5][CH:6]=5)=[CH:11][N:12]=4)[CH:15]=3)=[CH:27][CH:26]=2)=[O:24])[CH2:36][CH:35]=1.